This data is from Full USPTO retrosynthesis dataset with 1.9M reactions from patents (1976-2016). The task is: Predict the reactants needed to synthesize the given product. (1) Given the product [OH:1][CH2:2][CH:3]1[O:7][C:6](=[O:8])[N:5]([CH2:9][CH2:11][CH3:12])[CH2:4]1, predict the reactants needed to synthesize it. The reactants are: [OH:1][CH2:2][CH:3]1[O:7][C:6](=[O:8])[N:5]([CH:9]([CH3:11])C)[CH2:4]1.[CH2:12](N)CC.C(N)(C)C. (2) Given the product [F:39][C:2]1([F:1])[O:6][C:5]2[CH:7]=[CH:8][C:9]([NH:11][C:12]([C:14]3[CH:19]=[CH:18][CH:17]=[CH:16][C:15]=3[NH:20][CH2:21][C:22]3[CH:27]=[CH:26][N:25]=[C:24]([C:28]([NH:30][CH2:31][CH:32]([OH:33])[CH2:36][OH:35])=[O:29])[CH:23]=3)=[O:13])=[CH:10][C:4]=2[O:3]1, predict the reactants needed to synthesize it. The reactants are: [F:1][C:2]1([F:39])[O:6][C:5]2[CH:7]=[CH:8][C:9]([NH:11][C:12]([C:14]3[CH:19]=[CH:18][CH:17]=[CH:16][C:15]=3[NH:20][CH2:21][C:22]3[CH:27]=[CH:26][N:25]=[C:24]([C:28]([NH:30][CH2:31][CH:32]4[CH2:36][O:35]C(C)(C)[O:33]4)=[O:29])[CH:23]=3)=[O:13])=[CH:10][C:4]=2[O:3]1.Cl. (3) Given the product [Br:15][C:14]1[C:9]([NH:8][C:18]2[CH:19]=[C:20]([CH:26]=[CH:27][CH:28]=2)[C:21]([O:23][CH2:24][CH3:25])=[O:22])=[N:10][CH:11]=[C:12]([CH3:16])[CH:13]=1, predict the reactants needed to synthesize it. The reactants are: C1(C)C=CC=CC=1.[NH2:8][C:9]1[C:14]([Br:15])=[CH:13][C:12]([CH3:16])=[CH:11][N:10]=1.I[C:18]1[CH:19]=[C:20]([CH:26]=[CH:27][CH:28]=1)[C:21]([O:23][CH2:24][CH3:25])=[O:22].C(=O)([O-])[O-].[Cs+].[Cs+]. (4) The reactants are: C[N:2]1[CH:9]=[CH:8][C:6](=[O:7])[N:5](C)[C:3]1=O.[O-]CC.[Na+].[NH:15]1[C:19](N)=[CH:18]C=N1. Given the product [N:15]1[N:2]2[CH:9]=[CH:8][C:6](=[O:7])[NH:5][C:3]2=[CH:18][CH:19]=1, predict the reactants needed to synthesize it. (5) Given the product [F:1][C:2]1[CH:3]=[C:4]2[C:8](=[C:9]([N+:11]([O-:13])=[O:12])[CH:10]=1)[NH:7][CH:6]=[CH:5]2, predict the reactants needed to synthesize it. The reactants are: [F:1][C:2]1[CH:3]=[C:4]2[C:8](=[C:9]([N+:11]([O-:13])=[O:12])[CH:10]=1)[NH:7][C:6](C(O)=O)=[CH:5]2.C(OCC)(=O)C. (6) The reactants are: [Cl:1][C:2]1[N:7]=[C:6]([NH:8][NH:9][C:10](=[O:30])[C@H:11]([CH2:24][CH:25]2[CH2:29][CH2:28][CH2:27][CH2:26]2)[CH2:12][N:13]([O:16]CC2C=CC=CC=2)[CH:14]=[O:15])[C:5]([F:31])=[C:4]([NH:32][CH:33]2[CH2:38][CH2:37][O:36][CH2:35][CH2:34]2)[N:3]=1. Given the product [Cl:1][C:2]1[N:7]=[C:6]([NH:8][NH:9][C:10](=[O:30])[C@H:11]([CH2:24][CH:25]2[CH2:26][CH2:27][CH2:28][CH2:29]2)[CH2:12][N:13]([OH:16])[CH:14]=[O:15])[C:5]([F:31])=[C:4]([NH:32][CH:33]2[CH2:38][CH2:37][O:36][CH2:35][CH2:34]2)[N:3]=1, predict the reactants needed to synthesize it. (7) Given the product [N+:7]([C:10]1[CH:11]=[C:12]([CH:16]=[CH:17][CH:18]=1)[C:13]([NH:6][CH:3]1[CH2:4][CH2:5][O:1][CH2:2]1)=[O:14])([O-:9])=[O:8], predict the reactants needed to synthesize it. The reactants are: [O:1]1[CH2:5][CH2:4][CH:3]([NH2:6])[CH2:2]1.[N+:7]([C:10]1[CH:11]=[C:12]([CH:16]=[CH:17][CH:18]=1)[C:13](O)=[O:14])([O-:9])=[O:8].CCN=C=NCCCN(C)C.Cl. (8) Given the product [NH:8]1[CH:12]=[C:11]([CH2:13][CH2:14][CH2:15][CH2:16][CH2:17][C:18]([OH:20])=[O:19])[N:10]=[N:9]1, predict the reactants needed to synthesize it. The reactants are: C([N:8]1[CH:12]=[C:11]([CH2:13][CH2:14][CH2:15][CH2:16][CH2:17][C:18]([OH:20])=[O:19])[N:10]=[N:9]1)C1C=CC=CC=1.C(O)(=O)C. (9) Given the product [F:12][C:10]1[CH:11]=[C:2]([C:17]2[CH:18]=[CH:19][C:20]([O:21][CH3:22])=[C:15]([F:14])[CH:16]=2)[CH:3]=[C:4]2[C:9]=1[CH:8]=[C:7]([OH:13])[CH:6]=[CH:5]2, predict the reactants needed to synthesize it. The reactants are: Br[C:2]1[CH:3]=[C:4]2[C:9](=[C:10]([F:12])[CH:11]=1)[CH:8]=[C:7]([OH:13])[CH:6]=[CH:5]2.[F:14][C:15]1[CH:16]=[C:17](B(O)O)[CH:18]=[CH:19][C:20]=1[O:21][CH3:22]. (10) Given the product [CH3:48][O:47][CH2:46][C:45]([NH:44][CH2:41][CH:42]=[CH:43][C:15]1[CH:16]=[C:17]2[C:22](=[CH:23][CH:24]=1)[N:21]=[CH:20][N:19]=[C:18]2[NH:25][C:26]1[CH:31]=[CH:30][C:29]([O:32][C:33]2[CH:34]=[N:35][C:36]([CH3:39])=[CH:37][CH:38]=2)=[C:28]([CH3:40])[CH:27]=1)=[O:49], predict the reactants needed to synthesize it. The reactants are: C(P(C(C)(C)C)C(C)(C)C)(C)(C)C.Cl[C:15]1[CH:16]=[C:17]2[C:22](=[CH:23][CH:24]=1)[N:21]=[CH:20][N:19]=[C:18]2[NH:25][C:26]1[CH:31]=[CH:30][C:29]([O:32][C:33]2[CH:34]=[N:35][C:36]([CH3:39])=[CH:37][CH:38]=2)=[C:28]([CH3:40])[CH:27]=1.[CH2:41]([NH:44][C:45](=[O:49])[CH2:46][O:47][CH3:48])[CH:42]=[CH2:43].C([O-])(=O)C.[Na+].